This data is from Reaction yield outcomes from USPTO patents with 853,638 reactions. The task is: Predict the reaction yield, written as a fraction of the theoretical maximum amount of product (1.0 means a 100% yield; for example, 0.34 means a 34% yield). (1) The reactants are Br[C:2]1[C:11]2[C:6](=[C:7]([Cl:13])[CH:8]=[C:9]([OH:12])[CH:10]=2)[N:5]=[C:4]([C:14]2[CH:19]=[CH:18][C:17]([OH:20])=[C:16]([F:21])[CH:15]=2)[CH:3]=1.[CH2:22]([Sn](CCCC)(CCCC)C=C)[CH2:23]CC. No catalyst specified. The product is [Cl:13][C:7]1[CH:8]=[C:9]([OH:12])[CH:10]=[C:11]2[C:6]=1[N:5]=[C:4]([C:14]1[CH:19]=[CH:18][C:17]([OH:20])=[C:16]([F:21])[CH:15]=1)[CH:3]=[C:2]2[CH:22]=[CH2:23]. The yield is 0.840. (2) The reactants are [NH2:1][C:2]1[CH:7]=[CH:6][C:5]([Cl:8])=[CH:4][C:3]=1[C:9]([C:11]1[CH:16]=[CH:15][CH:14]=[C:13]([CH:17]([CH3:19])[CH3:18])[CH:12]=1)=O.[C:20]([O:24][C:25](=[O:34])[CH2:26][C:27](OC(C)(C)C)=[O:28])([CH3:23])([CH3:22])[CH3:21].[OH-].[K+]. No catalyst specified. The product is [C:20]([O:24][C:25]([C:26]1[C:27](=[O:28])[NH:1][C:2]2[C:3]([C:9]=1[C:11]1[CH:16]=[CH:15][CH:14]=[C:13]([CH:17]([CH3:19])[CH3:18])[CH:12]=1)=[CH:4][C:5]([Cl:8])=[CH:6][CH:7]=2)=[O:34])([CH3:23])([CH3:22])[CH3:21]. The yield is 0.440. (3) The reactants are [CH2:1]([O:8][N:9]([CH2:17][C@@H:18]([C:23]([N:25]1[CH2:30][CH2:29][N:28]([C:31]2[CH:36]=[CH:35][C:34]([C:37]3[CH:42]=[CH:41][CH:40]=[CH:39][CH:38]=3)=[CH:33][CH:32]=2)[CH2:27][CH2:26]1)=[O:24])[CH2:19][CH:20]([CH3:22])[CH3:21])[C:10](=O)[O:11]C(C)(C)C)[C:2]1[CH:7]=[CH:6][CH:5]=[CH:4][CH:3]=1.C(O)=O.C(OC(=O)C)(=O)C. No catalyst specified. The product is [CH2:1]([O:8][N:9]([CH2:17][C@@H:18]([C:23]([N:25]1[CH2:30][CH2:29][N:28]([C:31]2[CH:32]=[CH:33][C:34]([C:37]3[CH:42]=[CH:41][CH:40]=[CH:39][CH:38]=3)=[CH:35][CH:36]=2)[CH2:27][CH2:26]1)=[O:24])[CH2:19][CH:20]([CH3:22])[CH3:21])[CH:10]=[O:11])[C:2]1[CH:7]=[CH:6][CH:5]=[CH:4][CH:3]=1. The yield is 0.520. (4) The reactants are [C:1]([C:4]1[CH:9]=[CH:8][C:7]([C:10]2[CH:15]=[C:14]([CH2:16][C:17]([C:19]3[CH:24]=[CH:23][CH:22]=[C:21]([CH3:25])[N:20]=3)=[O:18])[CH:13]=[CH:12][N:11]=2)=[CH:6][CH:5]=1)([OH:3])=O.[NH2:26][CH:27]1[CH2:32][CH2:31][O:30][CH2:29][CH2:28]1. The catalyst is C(Cl)Cl.CO. The product is [O:30]1[CH2:31][CH2:32][CH:27]([NH:26][C:1]([C:4]2[CH:9]=[CH:8][C:7]([C:10]3[CH:15]=[C:14]([CH2:16][C:17]([C:19]4[CH:24]=[CH:23][CH:22]=[C:21]([CH3:25])[N:20]=4)=[O:18])[CH:13]=[CH:12][N:11]=3)=[CH:6][CH:5]=2)=[O:3])[CH2:28][CH2:29]1. The yield is 0.240. (5) The reactants are [OH-].[Na+].C([SiH2][O:8][C:9](C)(C)[C:10]1[CH:11]=[C:12]([CH:20]=[CH:21][C:22]=1[Cl:23])[CH2:13][NH:14][C:15]([CH:17]1[CH2:19][CH2:18]1)=[O:16])(C)(C)C. The catalyst is CO. The product is [Cl:23][C:22]1[CH:21]=[CH:20][C:12]([CH2:13][NH:14][C:15]([CH:17]2[CH2:18][CH2:19]2)=[O:16])=[CH:11][C:10]=1[CH2:9][OH:8]. The yield is 0.840. (6) The reactants are [CH2:1]([O:8][C:9]1[CH:10]=[C:11]([CH:14]=[CH:15][CH:16]=1)[CH:12]=O)[C:2]1[CH:7]=[CH:6][CH:5]=[CH:4][CH:3]=1.[N+:17]([CH3:20])([O-:19])=[O:18].C([O-])(=O)C.[NH4+]. The catalyst is C(O)(=O)C. The product is [CH2:1]([O:8][C:9]1[CH:16]=[CH:15][CH:14]=[C:11](/[CH:12]=[CH:20]/[N+:17]([O-:19])=[O:18])[CH:10]=1)[C:2]1[CH:7]=[CH:6][CH:5]=[CH:4][CH:3]=1. The yield is 0.890.